Dataset: Reaction yield outcomes from USPTO patents with 853,638 reactions. Task: Predict the reaction yield, written as a fraction of the theoretical maximum amount of product (1.0 means a 100% yield; for example, 0.34 means a 34% yield). (1) The reactants are [C:1]1([CH3:14])[CH:6]=[CH:5][C:4]([C:7]23[CH2:12][CH:11]2[CH:10]([OH:13])[CH2:9][CH2:8]3)=[CH:3][CH:2]=1.N1C=CC=CC=1.CC(OI1(OC(C)=O)(OC(C)=O)OC(=O)C2C=CC=CC1=2)=O. The catalyst is C(Cl)Cl.O. The product is [C:1]1([CH3:14])[CH:2]=[CH:3][C:4]([C:7]23[CH2:12][CH:11]2[C:10](=[O:13])[CH2:9][CH2:8]3)=[CH:5][CH:6]=1. The yield is 0.770. (2) The reactants are Br[C:2]1[C:3]([CH3:19])=[N:4][N:5]([CH3:18])[C:6]=1[C:7]1[CH:17]=[CH:16][C:10]2[O:11][CH2:12][C:13](=[O:15])[NH:14][C:9]=2[CH:8]=1.[C:20]1(B(O)O)[CH:25]=[CH:24][CH:23]=[CH:22][CH:21]=1.[O-]P([O-])([O-])=O.[K+].[K+].[K+].N#N. The catalyst is O1CCOCC1.CC(C)([P](C(C)(C)C)([Pd][P](C(C)(C)C)(C(C)(C)C)C(C)(C)C)C(C)(C)C)C. The product is [CH3:18][N:5]1[C:6]([C:7]2[CH:17]=[CH:16][C:10]3[O:11][CH2:12][C:13](=[O:15])[NH:14][C:9]=3[CH:8]=2)=[C:2]([C:20]2[CH:25]=[CH:24][CH:23]=[CH:22][CH:21]=2)[C:3]([CH3:19])=[N:4]1. The yield is 0.680. (3) The reactants are Cl[C:2]1[CH:7]=[C:6]([C:8]#[N:9])[CH:5]=[CH:4][N:3]=1.[F-:10].[K+]. The catalyst is CN1CCCC1=O.[Br-].C([P+](CCCC)(CCCC)CCCC)CCC.O. The product is [F:10][C:2]1[CH:7]=[C:6]([CH:5]=[CH:4][N:3]=1)[C:8]#[N:9]. The yield is 0.430.